Dataset: Forward reaction prediction with 1.9M reactions from USPTO patents (1976-2016). Task: Predict the product of the given reaction. (1) Given the reactants Cl[C:2]1[C:11]2[C:6](=[CH:7][C:8]([O:14][CH3:15])=[C:9]([O:12][CH3:13])[CH:10]=2)[N:5]=[CH:4][CH:3]=1.[Cl:16][C:17]1[CH:38]=[CH:37][C:20]([CH2:21][N:22]2[C:27](=[O:28])[C:26]([C:29]3[CH:34]=[CH:33][C:32]([OH:35])=[C:31]([F:36])[CH:30]=3)=[CH:25][N:24]=[CH:23]2)=[C:19]([F:39])[CH:18]=1, predict the reaction product. The product is: [Cl:16][C:17]1[CH:38]=[CH:37][C:20]([CH2:21][N:22]2[C:27](=[O:28])[C:26]([C:29]3[CH:34]=[CH:33][C:32]([O:35][C:2]4[C:11]5[C:6](=[CH:7][C:8]([O:14][CH3:15])=[C:9]([O:12][CH3:13])[CH:10]=5)[N:5]=[CH:4][CH:3]=4)=[C:31]([F:36])[CH:30]=3)=[CH:25][N:24]=[CH:23]2)=[C:19]([F:39])[CH:18]=1. (2) Given the reactants C([O:4][C@@H:5]1[CH2:10][CH2:9][CH2:8][CH2:7][C@H:6]1[NH:11][C:12]1[S:13][C:14]2[CH:20]=[C:19]([CH2:21][N:22]3[C:26]4=[N:27][CH:28]=[C:29]([CH2:31][NH2:32])[CH:30]=[C:25]4[N:24]=[CH:23]3)[CH:18]=[CH:17][C:15]=2[N:16]=1)(=O)C.N1C=CC=CC=1.[C:39](Cl)([CH3:41])=[O:40], predict the reaction product. The product is: [OH:4][C@@H:5]1[CH2:10][CH2:9][CH2:8][CH2:7][C@H:6]1[NH:11][C:12]1[S:13][C:14]2[CH:20]=[C:19]([CH2:21][N:22]3[C:26]4=[N:27][CH:28]=[C:29]([CH2:31][NH:32][C:39](=[O:40])[CH3:41])[CH:30]=[C:25]4[N:24]=[CH:23]3)[CH:18]=[CH:17][C:15]=2[N:16]=1. (3) Given the reactants [CH2:1]([N:8]1[CH2:13][CH2:12][C@@H:11]([CH3:14])[C@@H:10]([N:15]2[C:19]3=[C:20]4[N:26]=[CH:25][N:24](CC5C=CC(OC)=C(OC)C=5)[C:21]4=[N:22][CH:23]=[C:18]3[CH:17]=[CH:16]2)[CH2:9]1)[C:2]1[CH:7]=[CH:6][CH:5]=[CH:4][CH:3]=1.[C:38]([OH:44])([C:40]([F:43])([F:42])[F:41])=[O:39], predict the reaction product. The product is: [F:41][C:40]([F:43])([F:42])[C:38]([OH:44])=[O:39].[CH2:1]([N:8]1[CH2:13][CH2:12][C@@H:11]([CH3:14])[C@@H:10]([N:15]2[C:19]3=[C:20]4[N:26]=[CH:25][NH:24][C:21]4=[N:22][CH:23]=[C:18]3[CH:17]=[CH:16]2)[CH2:9]1)[C:2]1[CH:7]=[CH:6][CH:5]=[CH:4][CH:3]=1.